Predict the product of the given reaction. From a dataset of Forward reaction prediction with 1.9M reactions from USPTO patents (1976-2016). (1) Given the reactants [CH3:1][S:2][C:3]1[N:8]=[C:7]([OH:9])[C:6](I)=[CH:5][N:4]=1.[C:11]1([CH2:17][C:18]#[CH:19])[CH:16]=[CH:15][CH:14]=[CH:13][CH:12]=1, predict the reaction product. The product is: [CH3:1][S:2][C:3]1[N:4]=[CH:5][C:6]2[CH:19]=[C:18]([CH2:17][C:11]3[CH:16]=[CH:15][CH:14]=[CH:13][CH:12]=3)[O:9][C:7]=2[N:8]=1. (2) Given the reactants [BH3-][C:2]#[N:3].[Na+].N[CH:6]1[CH:11]2[CH:7]1[CH2:8][N:9]([C:12]([C:14]1[S:22][C:21]3[C:16](=[N:17][CH:18]=[CH:19][C:20]=3[Cl:23])[CH:15]=1)=[O:13])[CH2:10]2.C=O.[CH3:26]C(O)=O, predict the reaction product. The product is: [Cl:23][C:20]1[CH:19]=[CH:18][N:17]=[C:16]2[CH:15]=[C:14]([C:12]([N:9]3[CH2:10][CH:11]4[CH:7]([CH:6]4[N:3]([CH3:2])[CH3:26])[CH2:8]3)=[O:13])[S:22][C:21]=12. (3) Given the reactants I[C:2]1[CH:11]=[CH:10][CH:9]=[C:8]2[C:3]=1[CH:4]=[CH:5][C:6](Cl)=[N:7]2.[CH3:13][C:14]1[O:18][C:17]([CH2:19][NH2:20])=[CH:16][CH:15]=1.[NH2:21][C:22]1[CH:23]=[CH:24][CH:25]=[C:26]2[C:30]=1[NH:29][CH:28]=[CH:27]2, predict the reaction product. The product is: [NH:29]1[C:30]2[C:26](=[CH:25][CH:24]=[CH:23][C:22]=2[NH:21][C:2]2[C:3]3[CH:4]=[CH:5][C:6]([NH:20][CH2:19][C:17]4[O:18][C:14]([CH3:13])=[CH:15][CH:16]=4)=[N:7][C:8]=3[CH:9]=[CH:10][CH:11]=2)[CH:27]=[CH:28]1. (4) The product is: [Br:1][C:2]1[CH:3]=[C:4]2[C:5](=[C:7]([C:9]([F:10])([F:11])[F:12])[CH:8]=1)[NH:6][N:19]=[CH:13]2. Given the reactants [Br:1][C:2]1[CH:8]=[C:7]([C:9]([F:12])([F:11])[F:10])[C:5]([NH2:6])=[C:4]([CH3:13])[CH:3]=1.C([O-])(=O)C.[K+].[N:19](OCCC(C)C)=O, predict the reaction product. (5) Given the reactants C[O:2][C:3]1[CH:8]=[C:7]([C:9]2[N:14]3[N:15]=[CH:16][N:17]=[C:13]3[C:12]([NH:18][C:19]3[CH:34]=[CH:33][C:22]([C:23]([NH:25][CH2:26][C:27]4[CH:28]=[N:29][CH:30]=[CH:31][CH:32]=4)=[O:24])=[CH:21][CH:20]=3)=[N:11][CH:10]=2)[CH:6]=[CH:5][N:4]=1.Cl.[NH+]1C=CC=CC=1, predict the reaction product. The product is: [O:2]=[C:3]1[CH:8]=[C:7]([C:9]2[N:14]3[N:15]=[CH:16][N:17]=[C:13]3[C:12]([NH:18][C:19]3[CH:20]=[CH:21][C:22]([C:23]([NH:25][CH2:26][C:27]4[CH:28]=[N:29][CH:30]=[CH:31][CH:32]=4)=[O:24])=[CH:33][CH:34]=3)=[N:11][CH:10]=2)[CH:6]=[CH:5][NH:4]1. (6) Given the reactants Br[C:2]1[CH:3]=[C:4]([N:8]2[C:12]3[CH:13]=[CH:14][C:15]([CH:17]([N:19]4[C:27](=[O:28])[C:26]5[C:21](=[CH:22][CH:23]=[CH:24][CH:25]=5)[C:20]4=[O:29])[CH3:18])=[CH:16][C:11]=3[N:10]=[CH:9]2)[CH:5]=[CH:6][CH:7]=1.C([Sn](CCCC)(CCCC)[C:35]1[CH:40]=[N:39][CH:38]=[CH:37][N:36]=1)CCC, predict the reaction product. The product is: [N:36]1[CH:37]=[CH:38][N:39]=[CH:40][C:35]=1[C:2]1[CH:3]=[C:4]([N:8]2[C:12]3[CH:13]=[CH:14][C:15]([CH:17]([N:19]4[C:20](=[O:29])[C:21]5[C:26](=[CH:25][CH:24]=[CH:23][CH:22]=5)[C:27]4=[O:28])[CH3:18])=[CH:16][C:11]=3[N:10]=[CH:9]2)[CH:5]=[CH:6][CH:7]=1. (7) Given the reactants [Cl:1][C:2]1[C:3]([C:31]2[CH:32]=[N:33][CH:34]=[CH:35][CH:36]=2)=[N:4][C:5]([NH:8][CH:9]2[CH2:14][CH2:13][N:12]([C:15]([C:17]3[CH:22]=[CH:21][C:20]([NH:23]C(=O)OC(C)(C)C)=[CH:19][CH:18]=3)=[O:16])[CH2:11][CH2:10]2)=[N:6][CH:7]=1.Cl.CC(=O)OCC, predict the reaction product. The product is: [ClH:1].[NH2:23][C:20]1[CH:21]=[CH:22][C:17]([C:15]([N:12]2[CH2:11][CH2:10][CH:9]([NH:8][C:5]3[N:4]=[C:3]([C:31]4[CH:32]=[N:33][CH:34]=[CH:35][CH:36]=4)[C:2]([Cl:1])=[CH:7][N:6]=3)[CH2:14][CH2:13]2)=[O:16])=[CH:18][CH:19]=1.